Dataset: Retrosynthesis with 50K atom-mapped reactions and 10 reaction types from USPTO. Task: Predict the reactants needed to synthesize the given product. (1) Given the product CCOC(=O)CC(CC(C)C)C(=O)N[C@@H](Cc1ccc(OC)cc1)C(=O)NC, predict the reactants needed to synthesize it. The reactants are: CCOC(=O)CC(CC(C)C)C(=O)O.CNC(=O)[C@@H](N)Cc1ccc(OC)cc1. (2) Given the product COc1cccc2c1C(NC1=Nc3ccc(NS(=O)(=O)N4CCOCC4)cc3CO1)CC2, predict the reactants needed to synthesize it. The reactants are: COc1cccc2c1C(NC1=Nc3ccc(N)cc3CO1)CC2.O=S(=O)(Cl)N1CCOCC1. (3) Given the product Oc1ncc(OC(F)(F)C(F)F)cc1F, predict the reactants needed to synthesize it. The reactants are: COc1ncc(OC(F)(F)C(F)F)cc1F. (4) Given the product Cc1cc(C(=O)N2CCN(Cc3ccccc3)CC2CCNC(C)C)c(-c2ccccc2)n1-c1ccccc1, predict the reactants needed to synthesize it. The reactants are: CC(C)N.Cc1cc(C(=O)N2CCN(Cc3ccccc3)CC2CC=O)c(-c2ccccc2)n1-c1ccccc1. (5) Given the product CCNc1ccc(-c2cc(OCC)cc(C(=O)Nc3nnn[nH]3)n2)cc1, predict the reactants needed to synthesize it. The reactants are: CCNc1ccc(-c2cc(OCC)cc(C(=O)O)n2)cc1.Nc1nnn[nH]1. (6) The reactants are: CC(C)(N)CN.Cc1cc(S(=O)(=O)Nc2cccc(-c3ccc(C(=O)O)cc3)c2)c(C)cc1Cl. Given the product Cc1cc(S(=O)(=O)Nc2cccc(-c3ccc(C(=O)NCC(C)(C)N)cc3)c2)c(C)cc1Cl, predict the reactants needed to synthesize it.